The task is: Predict the product of the given reaction.. This data is from Forward reaction prediction with 1.9M reactions from USPTO patents (1976-2016). Given the reactants CC(C)([S@@]([NH:6][C@@H:7]([C:13]([CH3:17])([CH3:16])[CH2:14][F:15])[C:8]([O:10][CH2:11][CH3:12])=[O:9])=O)C.[ClH:19].O1CCOCC1, predict the reaction product. The product is: [NH2:6][C@@H:7]([C:13]([CH3:16])([CH3:17])[CH2:14][F:15])[C:8]([O:10][CH2:11][CH3:12])=[O:9].[ClH:19].